This data is from Reaction yield outcomes from USPTO patents with 853,638 reactions. The task is: Predict the reaction yield, written as a fraction of the theoretical maximum amount of product (1.0 means a 100% yield; for example, 0.34 means a 34% yield). (1) The reactants are [CH2:1]1[CH:5]2[CH2:6][NH:7][CH2:8][CH:4]2[CH2:3][N:2]1[C:9]1[N:14]=[C:13]([C:15]([F:18])([F:17])[F:16])[N:12]=[C:11]([N:19]([CH3:21])[CH3:20])[CH:10]=1.[F:22][C:23]1[CH:24]=[CH:25][C:26]([N:32]2[N:36]=[CH:35][CH:34]=[N:33]2)=[C:27]([CH:31]=1)[C:28](O)=[O:29].CN(C(ON1N=NC2C=CC=NC1=2)=[N+](C)C)C.F[P-](F)(F)(F)(F)F.CCN(C(C)C)C(C)C. The catalyst is CN(C=O)C.C(OCC)(=O)C. The product is [F:22][C:23]1[CH:24]=[CH:25][C:26]([N:32]2[N:36]=[CH:35][CH:34]=[N:33]2)=[C:27]([C:28]([N:7]2[CH2:6][CH:5]3[CH2:1][N:2]([C:9]4[N:14]=[C:13]([C:15]([F:18])([F:17])[F:16])[N:12]=[C:11]([N:19]([CH3:21])[CH3:20])[CH:10]=4)[CH2:3][CH:4]3[CH2:8]2)=[O:29])[CH:31]=1. The yield is 0.516. (2) The reactants are Br[C:2]1[CH:3]=[N:4][C:5]([NH:8][CH2:9][C:10]2[C:15]([F:16])=[CH:14][C:13]([Cl:17])=[CH:12][C:11]=2[F:18])=[N:6][CH:7]=1.[Cl:19][C:20]1[N:25]=[CH:24][C:23](B(O)O)=[C:22]([CH3:29])[CH:21]=1.P([O-])([O-])([O-])=O.[K+].[K+].[K+].O. The catalyst is C(#N)C.O1CCOCC1. The product is [Cl:17][C:13]1[CH:14]=[C:15]([F:16])[C:10]([CH2:9][NH:8][C:5]2[N:4]=[CH:3][C:2]([C:23]3[CH:24]=[N:25][C:20]([Cl:19])=[CH:21][C:22]=3[CH3:29])=[CH:7][N:6]=2)=[C:11]([F:18])[CH:12]=1. The yield is 0.640. (3) The reactants are C([C:3]1[CH:4]=[CH:5][CH:6]=[C:7]2[C:12]=1[N:11]=[C:10]([C:13]1([C:16]3[CH:21]=[CH:20][CH:19]=[CH:18][CH:17]=3)[CH2:15][CH2:14]1)[C:9]([OH:22])=[C:8]2[C:23]([OH:25])=[O:24])C.[F:26][C:27]([F:40])([F:39])C1C=C2C(=CC=1)NC(=O)C2=O. No catalyst specified. The product is [OH:22][C:9]1[C:10]([C:13]2([C:16]3[CH:21]=[CH:20][CH:19]=[CH:18][CH:17]=3)[CH2:14][CH2:15]2)=[N:11][C:12]2[C:7]([C:8]=1[C:23]([OH:25])=[O:24])=[CH:6][C:5]([C:27]([F:40])([F:39])[F:26])=[CH:4][CH:3]=2. The yield is 0.110. (4) The reactants are [NH2:1][C:2]1[CH:7]=[CH:6][CH:5]=[CH:4][N:3]=1.C(N(CC)CC)C.[C:15](Cl)(=[O:20])[C:16]([CH3:19])([CH3:18])[CH3:17].O. The product is [CH3:17][C:16]([CH3:19])([CH3:18])[C:15]([NH:1][C:2]1[CH:7]=[CH:6][CH:5]=[CH:4][N:3]=1)=[O:20]. The catalyst is ClCCl. The yield is 0.950. (5) The reactants are [CH3:1][C:2]1[CH:3]=[C:4]([CH:8]=[C:9]([CH3:12])[C:10]=1[OH:11])[C:5]([OH:7])=[O:6].[C:13](OC(=O)C)(=[O:15])[CH3:14].O. The catalyst is N1C=CC=CC=1. The product is [C:13]([O:11][C:10]1[C:9]([CH3:12])=[CH:8][C:4]([C:5]([OH:7])=[O:6])=[CH:3][C:2]=1[CH3:1])(=[O:15])[CH3:14]. The yield is 0.940. (6) The reactants are [CH:1]([C:3]1[NH:7][C:6]([CH3:8])=[C:5]([C:9]([OH:11])=O)[C:4]=1[CH3:12])=[O:2].O[C:14]1C2N=NNC=2C=C[CH:15]=1.C([NH:25][CH2:26][CH2:27][NH:28][CH2:29][CH3:30])C.[OH-].[Na+]. The catalyst is O.[Cl-].[Na+].O.C(=O)(O)[O-].[Na+].C(N(CC)CC)C.CN(C)C=O. The product is [CH2:14]([N:28]([CH2:29][CH3:30])[CH2:27][CH2:26][NH:25][C:9]([C:5]1[C:4]([CH3:12])=[C:3]([CH:1]=[O:2])[NH:7][C:6]=1[CH3:8])=[O:11])[CH3:15]. The yield is 0.430.